Binary Classification. Given a miRNA mature sequence and a target amino acid sequence, predict their likelihood of interaction. From a dataset of Experimentally validated miRNA-target interactions with 360,000+ pairs, plus equal number of negative samples. (1) The miRNA is mmu-miR-763 with sequence CCAGCUGGGAAGAACCAGUGGC. The protein sequence of the target gene is MQAARVDYIAPWWVVWLHSVPHVGLRLQPVNSTFSPGDESYQESLLFLGLVAAVCLGLNLIFLVAYLVCACHCRRDDAVQTKQHHSCCITWTAVVAGLICCAAVGVGFYGNSETNDGAYQLMYSLDDANHTFSGIDALVSGTTQKMKVDLEQHLARLSEIFAARGDYLQTLKFIQQMAGSVVVQLSGLPVWREVTMELTKLSDQTGYVEYYRWLSYLLLFILDLVICLIACLGLAKRSKCLLASMLCCGALSLLLSWASLAADGSAAVATSDFCVAPDTFILNVTEGQISTEVTRYYLYC.... Result: 0 (no interaction). (2) The miRNA is hsa-miR-133a-5p with sequence AGCUGGUAAAAUGGAACCAAAU. The protein sequence of the target gene is MEPAAGFLSPRPFQRAAAAPAPPAGPGPPPSALRGPELEMLAGLPTSDPGRLITDPRSGRTYLKGRLLGKGGFARCYEATDTETGSAYAVKVIPQSRVAKPHQREKILNEIELHRDLQHRHIVRFSHHFEDADNIYIFLELCSRKSLAHIWKARHTLLEPEVRYYLRQILSGLKYLHQRGILHRDLKLGNFFITENMELKVGDFGLAARLEPPEQRKKTICGTPNYVAPEVLLRQGHGPEADVWSLGCVMYTLLCGSPPFETADLKETYRCIKQVHYTLPASLSLPARQLLAAILRASPR.... Result: 0 (no interaction). (3) The miRNA is hsa-miR-3664-3p with sequence UCUCAGGAGUAAAGACAGAGUU. The protein sequence of the target gene is MGAVWSALLVGGGLAGALFVWLLRGGPGDTGKDGDAEQEKDAPLGGAAIPGGHQSGSSGLSPGPSGQELVTKPEHLQESNGHLISKTKDLGKLQAASWRLQNPSREVCDNSREHVPSGQFPDTEAPATSETSNSRSYSEVSRNESLESPMGEWGFQKGQEISAKAATCFAEKLPSSNLLKNRAKEEMSLSDLNSQDRVDHEEWEMVPRHSSWGDVGVGGSLKAPVLNLNQGMDNGRSTLVEARGQQVHGKMERVAVMPAGSQQVSVRFQVHYVTSTDVQFIAVTGDHECLGRWNTYIPLH.... Result: 0 (no interaction). (4) The miRNA is hsa-miR-6890-3p with sequence CCACUGCCUAUGCCCCACAG. The protein sequence of the target gene is MSVTYDDSVGVEVSSDSFWEVGNYKRTVKRIDDGHRLCGDLMNCLHERARIEKAYAQQLTEWARRWRQLVEKGPQYGTVEKAWIAVMSEAERVSELHLEVKASLMNEDFEKIKNWQKEAFHKQMMGGFKETKEAEDGFRKAQKPWAKKLKEVEAAKKAHHTACKEEKLAISREANSKADPSLNPEQLKKLQDKIEKCKQDVLKTKDKYEKSLKELDQTTPQYMENMEQVFEQCQQFEEKRLRFFREVLLEVQKHLDLSNVASYKTIYRELEQSIKAADAVEDLRWFRANHGPGMAMNWPQ.... Result: 0 (no interaction). (5) The miRNA is rno-miR-129-5p with sequence CUUUUUGCGGUCUGGGCUUGC. The protein sequence of the target gene is MALRVTRNTKINAENKAKVSMAGAKRVPVTVTAASKPGLRPRTALGDIGNKVSEELQARVPLKREAKTLGTGKGTVKALPKPVEKVPVCEPEVELAEPEPEPELEHVREEKLSPEPILVDNPSPSPMETSGCAPAEEYLCQAFSDVILAVSDVDADDGADPNLCSEYVKDIYAYLRQLEEEQSVRPKYLQGREVTGNMRAILIDWLIQVQMKFRLLQETMYMTVSIIDRFMQNSCVPKKMLQLVGVTAMFIASKYEEMYPPEIGDFAFVTNNTYTKHQIRQMEMKILRVLNFSLGRPLPL.... Result: 0 (no interaction). (6) The miRNA is cel-miR-790-5p with sequence CUUGGCACUCGCGAACACCGCG. The protein sequence of the target gene is MPEAGFQATNAFTECKFTCTSGKCLYLGSLVCNQQNDCGDNSDEENCLLVTEHPPPGIFNSELEFAQILIIVVVVTVMVVVVVCLLNHYKVSTRSFINRPNQSQRQEDGLQPEGSLWPSDSSVQRPGASEIMCAPRGRDRFTTPSFIQRDPFSRFQPTYPYVQHEIDLPPTISLSDGEEPPPYQGPCTLQLRDPEQQMELNRESVRAPPNRTVFDSDLIDISMYNGGPCPPSSHSGISAATCSSNGRMEGPPPTYSEVMGHYPGTSFFHHQHSNTHRGSRPQFQPNNSEGTIVPIKGKDR.... Result: 0 (no interaction). (7) The miRNA is hsa-miR-6886-3p with sequence UGCCCUUCUCUCCUCCUGCCU. The protein sequence of the target gene is MWNDIELLTNDDTGSGYLSVGSRKEHGTALYQVDLLVKISSEKASLNPKIQACSLSDGFIIVADQSVILLDSICRSLQLHLVFDTEVDVVGLCQEGKFLLVGERSGNLHLIHVTSKQTLLTNAFVQKANDENRRTYQNLVIEKDGSNEGTYYMLLLTYSGFFCITNLQLLKIQQAIENVDFSTAKKLQGQIKSSFISTENYHTLGCLSLVAGDLASEVPVIIGGTGNCAFSKWEPDSSKKGMTVKNLIDAEIIKGAKKFQLIDNLLFVLDTDNVLSLWDIYTLTPVWNWPSLHVEEFLLT.... Result: 1 (interaction). (8) The miRNA is hsa-miR-4755-3p with sequence AGCCAGGCUCUGAAGGGAAAGU. The protein sequence of the target gene is MAKQLQARRLDGIDYNPWVEFVKLASEHDVVNLGQGFPDFPPPDFAVEAFQHAVSGDFMLNQYTKTFGYPPLTKILASFFGELLGQEIDPLRNVLVTVGGYGALFTAFQALVDEGDEVIIIEPFFDCYEPMTMMAGGRPVFVSLKPGPIQNGELGSSSNWQLDPMELAGKFTSRTKALVLNTPNNPLGKVFSREELELVASLCQQHDVVCITDEVYQWMVYDGHQHISIASLPGMWERTLTIGSAGKTFSATGWKVGWVLGPDHIMKHLRTVHQNSVFHCPTQSQAAVAESFEREQLLFR.... Result: 0 (no interaction). (9) The miRNA is hsa-miR-592 with sequence UUGUGUCAAUAUGCGAUGAUGU. The protein sequence of the target gene is MNRYTTMKQLGDGTYGSVLMGKSNESGELVAIKRMKRKFYSWDECMNLREVKSLKKLNHANVIKLKEVIRENDHLYFVFEYMKENLYQLMKDRNKLFPESVIRNIMYQILQGLAFIHKHGFFHRDMKPENLLCMGPELVKIADFGLARELRSQPPYTDYVSTRWYRAPEVLLRSSVYSSPIDVWAVGSIMAELYTFRPLFPGTSEVDEIFKICQVLGTPKKSDWPEGYQLASSMNFRFPQCIPINLKTLIPNASSEAIQLMTEMLNWDPKKRPTASQALKHPYFQVGQVLGSSAHHLDTK.... Result: 0 (no interaction). (10) The miRNA is hsa-miR-6851-5p with sequence AGGAGGUGGUACUAGGGGCCAGC. The protein sequence of the target gene is METESESSTLGDDSVFWLESEVIIQVTDCEEEEREEKFRKMKSSVHSEEDDFVPELHRNVHPRERPDWEETLSAMARGADVPEIPGDLTLKTCGSTASMKVKHVKKLPFTKGHFPKMAECAHFHYENVEFGSIQLSLSEEQNEVMKNGCESKELVYLVQIACQGKSWIVKRSYEDFRVLDKHLHLCIYDRRFSQLSELPRSDTLKDSPESVTQMLMAYLSRLSAIAGNKINCGPALTWMEIDNKGNHLLVHEESSINTPAVGAAHVIKRYTARAPDELTLEVGDIVSVIDMPPKVLSTWW.... Result: 0 (no interaction).